From a dataset of Forward reaction prediction with 1.9M reactions from USPTO patents (1976-2016). Predict the product of the given reaction. (1) Given the reactants FC(F)(F)S(O[C:7]1[CH:8]=[C:9]2[C:14](=[CH:15][C:16]=1[Cl:17])[C:13](=[O:18])[N:12]([C:19]1[CH:20]=[N:21][CH:22]=[CH:23][C:24]=1[CH3:25])[CH2:11][CH2:10]2)(=O)=O.CO.C([O-])([O-])=O.[Na+].[Na+].[CH3:36][N:37](C=O)C, predict the reaction product. The product is: [Cl:17][C:16]1[CH:15]=[C:14]2[C:9]([CH2:10][CH2:11][N:12]([C:19]3[CH:20]=[N:21][CH:22]=[CH:23][C:24]=3[CH3:25])[C:13]2=[O:18])=[CH:8][C:7]=1[C:36]#[N:37]. (2) Given the reactants [Cl:1][C:2]1[CH:3]=[C:4]([C:8]2[C:17]3[C:12](=[CH:13][CH:14]=[C:15]([C:18]([C:30]4[N:31]([CH3:35])[CH:32]=[N:33][CH:34]=4)([C:20]4[CH:21]=[N:22][C:23]5[C:28]([CH:29]=4)=[CH:27][CH:26]=[CH:25][CH:24]=5)[OH:19])[CH:16]=3)[N:11]=[C:10]([O:36]C)[CH:9]=2)[CH:5]=[CH:6][CH:7]=1.Cl, predict the reaction product. The product is: [Cl:1][C:2]1[CH:3]=[C:4]([C:8]2[C:17]3[C:12](=[CH:13][CH:14]=[C:15]([C:18]([OH:19])([C:30]4[N:31]([CH3:35])[CH:32]=[N:33][CH:34]=4)[C:20]4[CH:21]=[N:22][C:23]5[C:28]([CH:29]=4)=[CH:27][CH:26]=[CH:25][CH:24]=5)[CH:16]=3)[NH:11][C:10](=[O:36])[CH:9]=2)[CH:5]=[CH:6][CH:7]=1. (3) Given the reactants [NH2:1][C:2]1[C:9]([OH:10])=[C:8]([F:11])[C:7]([Br:12])=[C:6]([CH3:13])[C:3]=1[C:4]#[N:5].[C:14](Cl)(=O)[CH3:15].[Cl-].[NH4+], predict the reaction product. The product is: [Br:12][C:7]1[C:8]([F:11])=[C:9]2[O:10][C:14]([CH3:15])=[N:1][C:2]2=[C:3]([C:4]#[N:5])[C:6]=1[CH3:13]. (4) Given the reactants [CH:1]([S:4]([C:7]1[CH:12]=[CH:11][C:10]([C:13]2[N:14]=[C:15]3[CH:21]=[CH:20][NH:19][C:16]3=[N:17][CH:18]=2)=[CH:9][CH:8]=1)(=[O:6])=[O:5])([CH3:3])[CH3:2].[I:22]Cl.C(Cl)Cl, predict the reaction product. The product is: [I:22][C:21]1[C:15]2[C:16](=[N:17][CH:18]=[C:13]([C:10]3[CH:9]=[CH:8][C:7]([S:4]([CH:1]([CH3:3])[CH3:2])(=[O:6])=[O:5])=[CH:12][CH:11]=3)[N:14]=2)[NH:19][CH:20]=1. (5) Given the reactants C(O)(C(F)(F)F)=O.[F:8][C:9]1[CH:10]=[CH:11][C:12]([O:15][CH2:16][CH2:17][C@@H:18]2[CH2:24][C@H:23]3[C@H:21]([CH2:22]3)[CH2:20][N:19]2C(OC(C)(C)C)=O)=[N:13][CH:14]=1, predict the reaction product. The product is: [F:8][C:9]1[CH:10]=[CH:11][C:12]([O:15][CH2:16][CH2:17][C@@H:18]2[CH2:24][C@H:23]3[C@H:21]([CH2:22]3)[CH2:20][NH:19]2)=[N:13][CH:14]=1.